This data is from Full USPTO retrosynthesis dataset with 1.9M reactions from patents (1976-2016). The task is: Predict the reactants needed to synthesize the given product. (1) Given the product [Cl:1][C:2]1[N:3]=[C:4]([N:11]2[CH2:12][CH2:13][N:14]([C:17]([O:19][C:20]([CH3:23])([CH3:22])[CH3:21])=[O:18])[CH2:15][CH2:16]2)[C:5]2[S:10][C:9]([CH:35]=[O:36])=[CH:8][C:6]=2[N:7]=1, predict the reactants needed to synthesize it. The reactants are: [Cl:1][C:2]1[N:3]=[C:4]([N:11]2[CH2:16][CH2:15][N:14]([C:17]([O:19][C:20]([CH3:23])([CH3:22])[CH3:21])=[O:18])[CH2:13][CH2:12]2)[C:5]2[S:10][CH:9]=[CH:8][C:6]=2[N:7]=1.[Li+].CC([N-]C(C)C)C.CN([CH:35]=[O:36])C. (2) The reactants are: [CH:1](=[O:5])/C=C/C.[CH2:6]([N:10]([C:23]1[CH:28]=[CH:27][CH:26]=[CH:25][CH:24]=1)[C:11](=[O:22])[C:12]1[CH:17]=[CH:16][C:15]([O:18][CH3:19])=[C:14]([O:20][CH3:21])[CH:13]=1)[CH2:7][CH:8]=[CH2:9]. Given the product [CH3:21][O:20][C:14]1[CH:13]=[C:12]([CH:17]=[CH:16][C:15]=1[O:18][CH3:19])[C:11]([N:10]([CH2:6][CH2:7]/[CH:8]=[CH:9]/[CH:1]=[O:5])[C:23]1[CH:24]=[CH:25][CH:26]=[CH:27][CH:28]=1)=[O:22], predict the reactants needed to synthesize it.